This data is from NCI-60 drug combinations with 297,098 pairs across 59 cell lines. The task is: Regression. Given two drug SMILES strings and cell line genomic features, predict the synergy score measuring deviation from expected non-interaction effect. (1) Drug 1: C1=CC(=CC=C1CC(C(=O)O)N)N(CCCl)CCCl.Cl. Drug 2: CN1C(=O)N2C=NC(=C2N=N1)C(=O)N. Cell line: HT29. Synergy scores: CSS=5.19, Synergy_ZIP=6.21, Synergy_Bliss=11.9, Synergy_Loewe=-3.19, Synergy_HSA=6.26. (2) Drug 1: C1CCN(CC1)CCOC2=CC=C(C=C2)C(=O)C3=C(SC4=C3C=CC(=C4)O)C5=CC=C(C=C5)O. Drug 2: CC(C)(C#N)C1=CC(=CC(=C1)CN2C=NC=N2)C(C)(C)C#N. Cell line: MDA-MB-231. Synergy scores: CSS=-2.65, Synergy_ZIP=1.25, Synergy_Bliss=-0.593, Synergy_Loewe=-8.11, Synergy_HSA=-4.97. (3) Synergy scores: CSS=3.11, Synergy_ZIP=0.455, Synergy_Bliss=0.873, Synergy_Loewe=-0.830, Synergy_HSA=-0.0177. Cell line: OVCAR-8. Drug 2: C(CN)CNCCSP(=O)(O)O. Drug 1: C1CNP(=O)(OC1)N(CCCl)CCCl. (4) Drug 1: CN(CC1=CN=C2C(=N1)C(=NC(=N2)N)N)C3=CC=C(C=C3)C(=O)NC(CCC(=O)O)C(=O)O. Drug 2: C1CC(C1)(C2=CC=C(C=C2)C3=C(C=C4C(=N3)C=CN5C4=NNC5=O)C6=CC=CC=C6)N. Cell line: HT29. Synergy scores: CSS=50.9, Synergy_ZIP=-2.73, Synergy_Bliss=-3.94, Synergy_Loewe=-5.16, Synergy_HSA=-1.86. (5) Drug 1: COC1=C(C=C2C(=C1)N=CN=C2NC3=CC(=C(C=C3)F)Cl)OCCCN4CCOCC4. Drug 2: CCCCCOC(=O)NC1=NC(=O)N(C=C1F)C2C(C(C(O2)C)O)O. Cell line: SF-295. Synergy scores: CSS=1.39, Synergy_ZIP=-2.03, Synergy_Bliss=-2.96, Synergy_Loewe=-3.46, Synergy_HSA=-2.22. (6) Drug 1: CC1=C2C(C(=O)C3(C(CC4C(C3C(C(C2(C)C)(CC1OC(=O)C(C(C5=CC=CC=C5)NC(=O)OC(C)(C)C)O)O)OC(=O)C6=CC=CC=C6)(CO4)OC(=O)C)OC)C)OC. Drug 2: C1=CC(=CC=C1CC(C(=O)O)N)N(CCCl)CCCl.Cl. Cell line: CCRF-CEM. Synergy scores: CSS=83.2, Synergy_ZIP=15.6, Synergy_Bliss=10.8, Synergy_Loewe=3.31, Synergy_HSA=11.3.